This data is from Catalyst prediction with 721,799 reactions and 888 catalyst types from USPTO. The task is: Predict which catalyst facilitates the given reaction. (1) Reactant: C(O)(C(F)(F)F)=O.[Cl:8][C:9]1[C:16]([N:17]2[CH2:22][CH2:21][N:20](CC3C(OC)=CC(OC)=CC=3OC)[CH2:19][C:18]2=[O:36])=[CH:15][C:12]([C:13]#[N:14])=[CH:11][C:10]=1[N+:37]([O-:39])=[O:38].C1(OC)C=CC=CC=1. Product: [Cl:8][C:9]1[C:16]([N:17]2[CH2:22][CH2:21][NH:20][CH2:19][C:18]2=[O:36])=[CH:15][C:12]([C:13]#[N:14])=[CH:11][C:10]=1[N+:37]([O-:39])=[O:38]. The catalyst class is: 2. (2) Reactant: [S-:1][C:2]#[N:3].[K+].[NH2:5][C:6]1[CH:7]=[CH:8][C:9]([O:12][C:13]2[CH:14]=[CH:15][C:16]([CH3:33])=[C:17]([NH:19][C:20](=[O:32])[C:21]3[CH:26]=[CH:25][CH:24]=[C:23]([C:27]4([C:30]#[N:31])[CH2:29][CH2:28]4)[CH:22]=3)[CH:18]=2)=[N:10][CH:11]=1.BrBr. Product: [NH2:3][C:2]1[S:1][C:11]2[C:6]([N:5]=1)=[CH:7][CH:8]=[C:9]([O:12][C:13]1[CH:14]=[CH:15][C:16]([CH3:33])=[C:17]([NH:19][C:20](=[O:32])[C:21]3[CH:26]=[CH:25][CH:24]=[C:23]([C:27]4([C:30]#[N:31])[CH2:28][CH2:29]4)[CH:22]=3)[CH:18]=1)[N:10]=2. The catalyst class is: 15. (3) Reactant: [Cl:1][C:2]1[CH:3]=[CH:4][C:5]([O:21][CH2:22][C:23]([N:25]2[CH2:30][C@H:29]([CH3:31])[N:28]([CH2:32][C:33]3[CH:38]=[CH:37][C:36]([F:39])=[CH:35][CH:34]=3)[CH2:27][C@H:26]2[CH3:40])=[O:24])=[C:6]([S:8]([NH:11][C:12](=[O:20])[C:13]([O:16]C(=O)C)([CH3:15])[CH3:14])(=[O:10])=[O:9])[CH:7]=1.O.[OH-].[Li+]. Product: [Cl:1][C:2]1[CH:3]=[CH:4][C:5]([O:21][CH2:22][C:23]([N:25]2[CH2:30][C@H:29]([CH3:31])[N:28]([CH2:32][C:33]3[CH:34]=[CH:35][C:36]([F:39])=[CH:37][CH:38]=3)[CH2:27][C@H:26]2[CH3:40])=[O:24])=[C:6]([S:8]([NH:11][C:12](=[O:20])[C:13]([OH:16])([CH3:14])[CH3:15])(=[O:10])=[O:9])[CH:7]=1. The catalyst class is: 193. (4) Reactant: [CH3:1][O:2][C:3]1[CH:4]=[C:5]2[C:9](=[CH:10][CH:11]=1)[NH:8][C:7]([CH3:12])=[CH:6]2.[H-].[Na+].Br.Br[CH2:17][C:18]1[CH:23]=[CH:22][CH:21]=[CH:20][N:19]=1. Product: [CH3:1][O:2][C:3]1[CH:4]=[C:5]2[C:9](=[CH:10][CH:11]=1)[N:8]([CH2:17][C:18]1[CH:23]=[CH:22][CH:21]=[CH:20][N:19]=1)[C:7]([CH3:12])=[CH:6]2. The catalyst class is: 35.